Dataset: Forward reaction prediction with 1.9M reactions from USPTO patents (1976-2016). Task: Predict the product of the given reaction. (1) The product is: [F:27][C:28]1[CH:29]=[N:30][CH:31]=[CH:32][C:33]=1[C:2]1[N:6]([S:7]([C:10]2[CH:11]=[N:12][CH:13]=[CH:14][CH:15]=2)(=[O:9])=[O:8])[CH:5]=[C:4]([CH2:16][N:17]([CH3:25])[C:18](=[O:24])[O:19][C:20]([CH3:23])([CH3:22])[CH3:21])[CH:3]=1. Given the reactants Br[C:2]1[N:6]([S:7]([C:10]2[CH:11]=[N:12][CH:13]=[CH:14][CH:15]=2)(=[O:9])=[O:8])[CH:5]=[C:4]([CH2:16][N:17]([CH3:25])[C:18](=[O:24])[O:19][C:20]([CH3:23])([CH3:22])[CH3:21])[CH:3]=1.O.[F:27][C:28]1[CH:29]=[N:30][CH:31]=[CH:32][C:33]=1B(O)O.C(=O)([O-])O.[Na+].COCCOC, predict the reaction product. (2) The product is: [C:25]([O:29][C:30](=[O:31])[NH:32][CH:33]([CH:37]([CH3:38])[CH3:39])[C:34]([NH:3][C@H:4]1[CH2:9][CH2:8][C@H:7]([NH:10][C:11]2[C:20]3[C:15](=[CH:16][CH:17]=[C:18]([Cl:21])[N:19]=3)[N:14]=[CH:13][C:12]=2[C:22](=[O:24])[CH3:23])[CH2:6][CH2:5]1)=[O:35])([CH3:28])([CH3:27])[CH3:26]. Given the reactants Cl.Cl.[NH2:3][CH:4]1[CH2:9][CH2:8][CH:7]([NH:10][C:11]2[C:20]3[C:15](=[CH:16][CH:17]=[C:18]([Cl:21])[N:19]=3)[N:14]=[CH:13][C:12]=2[C:22](=[O:24])[CH3:23])[CH2:6][CH2:5]1.[C:25]([O:29][C:30]([NH:32][CH:33]([CH:37]([CH3:39])[CH3:38])[C:34](O)=[O:35])=[O:31])([CH3:28])([CH3:27])[CH3:26], predict the reaction product.